From a dataset of Experimentally validated miRNA-target interactions with 360,000+ pairs, plus equal number of negative samples. Binary Classification. Given a miRNA mature sequence and a target amino acid sequence, predict their likelihood of interaction. (1) The miRNA is mmu-miR-466f-3p with sequence CAUACACACACACAUACACAC. The protein sequence of the target gene is MAAANPWDPASSQTAAGLLLNHLVASGIVTKEMLDVSKKMAPCFVNFSRLQQISDIQAEIYQNNLELELLKLEKDTADLIHPSHLIEKCDVLQSMNNHLEAVLKEKHAIRQRLLRPMCQENLPLEAVYHRYVVHMLDLAVTFIEKFETHLETVKNSPHLDANLKQMSKALAKMDILVNKTEELAENILKWRELQTEISLYIPKMLTEERHLHELDIVPPLPFFPKAHTETSRAK. Result: 1 (interaction). (2) The miRNA is mmu-miR-873a-5p with sequence GCAGGAACUUGUGAGUCUCCU. The protein sequence of the target gene is MGSAALEILGLVLCLVGWGGLILACGLPMWQVTAFLDHNIVTAQTTWKGLWMSCVVQSTGHMQCKVYDSVLALSTEVQAARALTVSAVLLAFVALFVTLAGAQCTTCVAPGPAKARVALTGGVLYLFCGLLALVPLCWFANIVVREFYDPSVPVSQKYELGAALYIGWAATALLMVGGCLLCCGAWVCTGRPDLSFPVKYSAPRRPTATGDYDKKNYV. Result: 0 (no interaction).